Dataset: Reaction yield outcomes from USPTO patents with 853,638 reactions. Task: Predict the reaction yield, written as a fraction of the theoretical maximum amount of product (1.0 means a 100% yield; for example, 0.34 means a 34% yield). The product is [CH3:1][O:2][C:3]([C:5]1[C:6]([Cl:13])=[N:7][C:8]([N:20]2[CH2:25][CH2:24][O:23][CH2:22][CH2:21]2)=[CH:9][C:10]=1[CH3:11])=[O:4]. The reactants are [CH3:1][O:2][C:3]([C:5]1[C:6]([Cl:13])=[N:7][C:8](Cl)=[CH:9][C:10]=1[CH3:11])=[O:4].C([O-])([O-])=O.[K+].[K+].[NH:20]1[CH2:25][CH2:24][O:23][CH2:22][CH2:21]1.O. The catalyst is CN(C=O)C. The yield is 0.300.